Dataset: Full USPTO retrosynthesis dataset with 1.9M reactions from patents (1976-2016). Task: Predict the reactants needed to synthesize the given product. (1) Given the product [CH2:6]([O:5][C:1](=[O:4])[CH2:2][CH2:3][N:12]([C:8]([CH3:11])([CH3:10])[CH3:9])[CH2:3][CH2:2][C:1]([O:5][CH2:6][CH3:7])=[O:4])[CH3:7], predict the reactants needed to synthesize it. The reactants are: [C:1]([O:5][CH2:6][CH3:7])(=[O:4])[CH:2]=[CH2:3].[C:8]([NH2:12])([CH3:11])([CH3:10])[CH3:9]. (2) Given the product [F:27][C:21]1[CH:20]=[C:19]([C:14]2[N:13]=[C:12]([C:4]3[NH:3][CH2:2][C:11]4[C:6](=[CH:7][CH:8]=[CH:9][CH:10]=4)[N:5]=3)[CH:17]=[CH:16][C:15]=2[CH3:18])[CH:24]=[CH:23][C:22]=1[O:25][CH3:26], predict the reactants needed to synthesize it. The reactants are: Cl[C:2]1[C:11]2[C:6](=[CH:7][CH:8]=[CH:9][CH:10]=2)[N:5]=[C:4]([C:12]2[CH:17]=[CH:16][C:15]([CH3:18])=[C:14]([C:19]3[CH:24]=[CH:23][C:22]([O:25][CH3:26])=[C:21]([F:27])[CH:20]=3)[N:13]=2)[N:3]=1.C(N(CC)CC)C.[H][H]. (3) Given the product [NH2:2][CH2:12][C:13]1[CH:14]=[C:15]([CH:21]=[C:22]([O:24][CH3:25])[N:23]=1)[C:16]([O:18][CH2:19][CH3:20])=[O:17], predict the reactants needed to synthesize it. The reactants are: C1N2CN3CN(C2)C[N:2]1C3.Br[CH2:12][C:13]1[CH:14]=[C:15]([CH:21]=[C:22]([O:24][CH3:25])[N:23]=1)[C:16]([O:18][CH2:19][CH3:20])=[O:17]. (4) Given the product [CH3:1][O:2][C:3]1[CH:30]=[CH:29][C:6]([CH2:7][NH:8][C:9]([C:11]2([CH2:24][CH2:25][CH2:26][CH2:27][N:37]3[C@H:36]([CH3:38])[CH2:35][N:34]([C:39]4[CH:48]=[CH:47][C:46]5[C:41](=[CH:42][CH:43]=[CH:44][CH:45]=5)[N:40]=4)[CH2:33][C@@H:32]3[CH3:31])[C:23]3[CH:22]=[CH:21][CH:20]=[CH:19][C:18]=3[C:17]3[C:12]2=[CH:13][CH:14]=[CH:15][CH:16]=3)=[O:10])=[CH:5][CH:4]=1, predict the reactants needed to synthesize it. The reactants are: [CH3:1][O:2][C:3]1[CH:30]=[CH:29][C:6]([CH2:7][NH:8][C:9]([C:11]2([CH2:24][CH2:25][CH2:26][CH2:27]Br)[C:23]3[CH:22]=[CH:21][CH:20]=[CH:19][C:18]=3[C:17]3[C:12]2=[CH:13][CH:14]=[CH:15][CH:16]=3)=[O:10])=[CH:5][CH:4]=1.[CH3:31][C@H:32]1[NH:37][C@@H:36]([CH3:38])[CH2:35][N:34]([C:39]2[CH:48]=[CH:47][C:46]3[C:41](=[CH:42][CH:43]=[CH:44][CH:45]=3)[N:40]=2)[CH2:33]1.